Dataset: Cav3 T-type calcium channel HTS with 100,875 compounds. Task: Binary Classification. Given a drug SMILES string, predict its activity (active/inactive) in a high-throughput screening assay against a specified biological target. (1) The molecule is o1c2c(c(c1C)C(OCCOC)=O)cc(OC\C=C(/C)C)cc2. The result is 0 (inactive). (2) The drug is S(c1c2c(n(CCC)c1)cccc2)CC(=O)Nc1cc2OCOc2cc1. The result is 1 (active). (3) The molecule is Clc1ccc(NC(=O)N(CCC#N)c2ccccc2)cc1. The result is 0 (inactive). (4) The compound is O=C(N1CCN(CC1)CCO)c1ccc(cc1)c1nn(c(=O)c2c1cccc2)C. The result is 0 (inactive).